Dataset: Full USPTO retrosynthesis dataset with 1.9M reactions from patents (1976-2016). Task: Predict the reactants needed to synthesize the given product. (1) Given the product [C:10]([O:14][C:15]([N:17]1[CH2:20][CH:19]([NH:21][S:22]([CH2:25][CH2:26][NH:27][C:7]([C:5]2[S:6][C:2]([Cl:1])=[CH:3][CH:4]=2)=[O:9])(=[O:24])=[O:23])[CH2:18]1)=[O:16])([CH3:13])([CH3:12])[CH3:11], predict the reactants needed to synthesize it. The reactants are: [Cl:1][C:2]1[S:6][C:5]([C:7]([OH:9])=O)=[CH:4][CH:3]=1.[C:10]([O:14][C:15]([N:17]1[CH2:20][CH:19]([NH:21][S:22]([CH2:25][CH2:26][NH2:27])(=[O:24])=[O:23])[CH2:18]1)=[O:16])([CH3:13])([CH3:12])[CH3:11]. (2) Given the product [CH3:31][S:32][C:33]1[CH:34]=[C:35]2[C:39](=[CH:40][C:41]=1[C:42]([F:45])([F:43])[F:44])[N:38]([C:19](=[O:20])[NH:1][C:2]1[CH:7]=[CH:6][CH:5]=[C:4]([C:8]3[N:9]=[C:10]([C:13]4[CH:14]=[N:15][CH:16]=[CH:17][CH:18]=4)[S:11][CH:12]=3)[CH:3]=1)[CH2:37][CH2:36]2, predict the reactants needed to synthesize it. The reactants are: [NH2:1][C:2]1[CH:3]=[C:4]([C:8]2[N:9]=[C:10]([C:13]3[CH:14]=[N:15][CH:16]=[CH:17][CH:18]=3)[S:11][CH:12]=2)[CH:5]=[CH:6][CH:7]=1.[C:19](C1NC=CN=1)(C1NC=CN=1)=[O:20].[CH3:31][S:32][C:33]1[CH:34]=[C:35]2[C:39](=[CH:40][C:41]=1[C:42]([F:45])([F:44])[F:43])[NH:38][CH2:37][CH2:36]2.CN(C)C=O. (3) Given the product [CH2:31]([C:10]1[C:9]([OH:8])=[CH:25][C:24]2[CH2:23][CH2:22][CH:21]3[CH:13]([CH2:14][CH2:15][C:16]4([CH3:30])[CH:20]3[CH2:19][CH2:18][C:17]4=[CH:26][CH2:27][O:28][CH3:29])[C:12]=2[CH:11]=1)[CH3:32], predict the reactants needed to synthesize it. The reactants are: C([O:8][C:9]1[C:10]([CH2:31][CH3:32])=[CH:11][C:12]2[CH:13]3[CH:21]([CH2:22][CH2:23][C:24]=2[CH:25]=1)[CH:20]1[C:16]([CH3:30])([C:17](=[CH:26][CH2:27][O:28][CH3:29])[CH2:18][CH2:19]1)[CH2:15][CH2:14]3)C1C=CC=CC=1.CC(O)C. (4) Given the product [C:25]([C:10]1[C:11]2[C:16](=[CH:15][CH:14]=[C:13]([O:17][CH2:18][C:19]3[N:9]=[CH:10][CH:11]=[CH:16][N:8]=3)[CH:12]=2)[N:8]([CH2:7][C:6]([O:5][C:1]([CH3:3])([CH3:2])[CH3:4])=[O:27])[N:9]=1)#[N:26], predict the reactants needed to synthesize it. The reactants are: [C:1]([O:5][C:6](=[O:27])[CH2:7][N:8]1[C:16]2[C:11](=[CH:12][C:13]([O:17][CH2:18][C:19]3C=CC=CC=3)=[CH:14][CH:15]=2)[C:10]([C:25]#[N:26])=[N:9]1)([CH3:4])([CH3:3])[CH3:2].